From a dataset of Serine/threonine kinase 33 screen with 319,792 compounds. Binary Classification. Given a drug SMILES string, predict its activity (active/inactive) in a high-throughput screening assay against a specified biological target. (1) The molecule is o1c2c(c(O)c(OC)c(OC)c2O)c(=O)cc1c1cc(OC)c(O)cc1. The result is 1 (active). (2) The compound is S=C(NCC(=O)c1ccccc1)NC(=O)c1ccccc1. The result is 0 (inactive). (3) The drug is S(=O)(=O)(N1CCC(CC1)C(=O)NC1C(C(CCC1)C)C)c1[nH]cnc1. The result is 0 (inactive). (4) The molecule is Brc1cc2/C(C=Nc2cc1)=C\NNC(=O)c1cc2OCOc2cc1. The result is 0 (inactive).